This data is from Reaction yield outcomes from USPTO patents with 853,638 reactions. The task is: Predict the reaction yield, written as a fraction of the theoretical maximum amount of product (1.0 means a 100% yield; for example, 0.34 means a 34% yield). (1) The reactants are C(OC(=O)[NH:7][CH2:8][CH2:9][C:10]1[CH:15]=[CH:14][C:13]([O:16][C:17]2[CH:22]=[CH:21][CH:20]=[C:19]([C:23]([F:26])([F:25])[F:24])[CH:18]=2)=[CH:12][CH:11]=1)(C)(C)C.C(O)(C(F)(F)F)=O. The catalyst is C(Cl)Cl. The product is [F:24][C:23]([F:25])([F:26])[C:19]1[CH:18]=[C:17]([CH:22]=[CH:21][CH:20]=1)[O:16][C:13]1[CH:12]=[CH:11][C:10]([CH2:9][CH2:8][NH2:7])=[CH:15][CH:14]=1. The yield is 0.647. (2) The reactants are [O:1]=[C:2]1[N:7]([CH2:8][C:9]#[CH:10])[N:6]=[N:5][C:4]2=[C:11]([C:14](=[S:16])[NH2:15])[N:12]=[CH:13][N:3]12.Br[CH2:18][C:19]([C:21]1[S:22][CH:23]=[CH:24][CH:25]=1)=O. The catalyst is CC#N. The product is [CH2:8]([N:7]1[C:2](=[O:1])[N:3]2[CH:13]=[N:12][C:11]([C:14]3[S:16][CH:18]=[C:19]([C:21]4[S:22][CH:23]=[CH:24][CH:25]=4)[N:15]=3)=[C:4]2[N:5]=[N:6]1)[C:9]#[CH:10]. The yield is 0.730. (3) The reactants are [Cl:1][C:2]1[C:3]([CH3:18])=[C:4]([C:13]2[CH:14]=[N:15][NH:16][CH:17]=2)[C:5]([O:11][CH3:12])=[C:6]([C:8](=[O:10])[CH3:9])[CH:7]=1.[H-].[Na+].Cl[CH2:22][C:23]#[N:24]. The catalyst is CN(C)C=O. The product is [C:8]([C:6]1[C:5]([O:11][CH3:12])=[C:4]([C:13]2[CH:17]=[N:16][N:15]([CH2:22][C:23]#[N:24])[CH:14]=2)[C:3]([CH3:18])=[C:2]([Cl:1])[CH:7]=1)(=[O:10])[CH3:9]. The yield is 0.670.